From a dataset of Reaction yield outcomes from USPTO patents with 853,638 reactions. Predict the reaction yield, written as a fraction of the theoretical maximum amount of product (1.0 means a 100% yield; for example, 0.34 means a 34% yield). (1) The reactants are [NH:1]([C:8](=O)[CH2:9][N:10]1[C:18]2[CH:17]=[CH:16][CH:15]=[CH:14][C:13]=2[C:12]2[CH2:19][CH2:20][N:21](C(OC(C)(C)C)=O)[CH2:22][CH2:23][C:11]1=2)[C:2]1[CH:7]=[CH:6][CH:5]=[CH:4][CH:3]=1.[H-].[H-].[H-].[H-].[Li+].[Al+3]. The catalyst is C1COCC1. The product is [CH2:19]1[C:12]2[C:13]3[CH:14]=[CH:15][CH:16]=[CH:17][C:18]=3[N:10]([CH2:9][CH2:8][NH:1][C:2]3[CH:7]=[CH:6][CH:5]=[CH:4][CH:3]=3)[C:11]=2[CH2:23][CH2:22][NH:21][CH2:20]1. The yield is 0.220. (2) The reactants are [CH:1]1([C:6]([C:8]2[CH:9]=[C:10](OS(C(F)(F)F)(=O)=O)[CH:11]=[C:12]([OH:14])[CH:13]=2)=[O:7])[CH2:5][CH2:4][CH2:3][CH2:2]1.[CH2:23]1[O:31][C:30]2[CH:29]=[CH:28][C:27](B(O)O)=[CH:26][C:25]=2[O:24]1.C(=O)([O-])[O-].[Na+].[Na+]. The catalyst is COCCOC.C(OCC)(=O)C.C1C=CC([P]([Pd]([P](C2C=CC=CC=2)(C2C=CC=CC=2)C2C=CC=CC=2)([P](C2C=CC=CC=2)(C2C=CC=CC=2)C2C=CC=CC=2)[P](C2C=CC=CC=2)(C2C=CC=CC=2)C2C=CC=CC=2)(C2C=CC=CC=2)C2C=CC=CC=2)=CC=1. The product is [O:24]1[C:25]2[CH:26]=[CH:27][C:28]([C:10]3[CH:9]=[C:8]([C:6]([CH:1]4[CH2:2][CH2:3][CH2:4][CH2:5]4)=[O:7])[CH:13]=[C:12]([OH:14])[CH:11]=3)=[CH:29][C:30]=2[O:31][CH2:23]1. The yield is 0.360. (3) The reactants are [NH:1]1[CH2:6][CH2:5][CH:4]([N:7]2[CH2:12][CH2:11][N:10]([C:13]([O:15][C:16]([CH3:19])([CH3:18])[CH3:17])=[O:14])[CH2:9][CH2:8]2)[CH2:3][CH2:2]1.[F:20][C:21]([F:31])([F:30])[O:22][C:23]1[CH:28]=[CH:27][C:26](Br)=[CH:25][CH:24]=1.CC(C)([O-])C.[Na+].C(OCC)(=O)C. The catalyst is C1(C)C=CC=CC=1.[Cl-].[Na+].O.C([O-])(=O)C.[Pd+2].C([O-])(=O)C.C1C=CC(P(C2C(C3C(P(C4C=CC=CC=4)C4C=CC=CC=4)=CC=C4C=3C=CC=C4)=C3C(C=CC=C3)=CC=2)C2C=CC=CC=2)=CC=1. The product is [F:20][C:21]([F:30])([F:31])[O:22][C:23]1[CH:28]=[CH:27][C:26]([N:1]2[CH2:6][CH2:5][CH:4]([N:7]3[CH2:8][CH2:9][N:10]([C:13]([O:15][C:16]([CH3:19])([CH3:18])[CH3:17])=[O:14])[CH2:11][CH2:12]3)[CH2:3][CH2:2]2)=[CH:25][CH:24]=1. The yield is 0.420. (4) The reactants are NC(N)=S.Br[CH2:6][C:7]#[C:8][CH3:9].C[S:11]([C:14]1[CH2:18][C:17]([CH3:20])([CH3:19])[O:16][N:15]=1)(=O)=O.C(=O)([O-])[O-].[K+].[K+]. The catalyst is C(O)C. The product is [CH2:6]([S:11][C:14]1[CH2:18][C:17]([CH3:20])([CH3:19])[O:16][N:15]=1)[C:7]#[C:8][CH3:9]. The yield is 0.600. (5) The reactants are [Si]([O:8][C@H:9]([CH3:34])[C@@H:10]([NH:23][C:24]1[CH:31]=[CH:30][C:27]([C:28]#[N:29])=[C:26]([Cl:32])[C:25]=1[CH3:33])[C:11]1[S:12][C:13]([C:16]2[CH:21]=[CH:20][C:19]([F:22])=[CH:18][CH:17]=2)=[N:14][N:15]=1)(C(C)(C)C)(C)C.[F-].C([N+](CCCC)(CCCC)CCCC)CCC. No catalyst specified. The product is [Cl:32][C:26]1[C:25]([CH3:33])=[C:24]([NH:23][C@@H:10]([C:11]2[S:12][C:13]([C:16]3[CH:17]=[CH:18][C:19]([F:22])=[CH:20][CH:21]=3)=[N:14][N:15]=2)[C@H:9]([OH:8])[CH3:34])[CH:31]=[CH:30][C:27]=1[C:28]#[N:29]. The yield is 0.500.